Task: Predict which catalyst facilitates the given reaction.. Dataset: Catalyst prediction with 721,799 reactions and 888 catalyst types from USPTO (1) Reactant: [F:1][C:2]1[CH:7]=[CH:6][C:5]([F:8])=[CH:4][C:3]=1[C:9]1[C:10]([C:19]([O:21][CH3:22])=[O:20])=[CH:11][C:12]([C:15]([O:17]C)=[O:16])=[CH:13][CH:14]=1.[OH-].[K+].Cl. Product: [F:1][C:2]1[CH:7]=[CH:6][C:5]([F:8])=[CH:4][C:3]=1[C:9]1[CH:14]=[CH:13][C:12]([C:15]([OH:17])=[O:16])=[CH:11][C:10]=1[C:19]([O:21][CH3:22])=[O:20]. The catalyst class is: 36. (2) Reactant: [Si:1]([O:8][C@@H:9]1[C@@:26]2([CH3:27])[C:13](=[CH:14][CH2:15][C@@H:16]3[C@@H:25]2[CH2:24][CH2:23][C@@:21]2([CH3:22])[C@H:17]3[CH2:18][CH2:19][C@@H:20]2[CH2:28][OH:29])[CH2:12][CH:11]([O:30][Si:31]([C:34]([CH3:37])([CH3:36])[CH3:35])([CH3:33])[CH3:32])[CH2:10]1)([C:4]([CH3:7])([CH3:6])[CH3:5])([CH3:3])[CH3:2].[CH3:38][N:39]([CH3:44])[C:40](=[O:43])[CH:41]=[CH2:42].[H-].[Na+].C1OCCOCCOCCOCCOC1.[Cl-].[NH4+]. Product: [Si:1]([O:8][C@@H:9]1[C@@:26]2([CH3:27])[C:13](=[CH:14][CH2:15][C@@H:16]3[C@@H:25]2[CH2:24][CH2:23][C@@:21]2([CH3:22])[C@H:17]3[CH2:18][CH2:19][C@@H:20]2[CH2:28][O:29][CH2:42][CH2:41][C:40]([N:39]([CH3:44])[CH3:38])=[O:43])[CH2:12][C@@H:11]([O:30][Si:31]([C:34]([CH3:37])([CH3:36])[CH3:35])([CH3:32])[CH3:33])[CH2:10]1)([C:4]([CH3:7])([CH3:6])[CH3:5])([CH3:3])[CH3:2]. The catalyst class is: 7. (3) Reactant: [C:1]1(=[O:8])[CH2:6][CH2:5][CH2:4][C:3](=[O:7])[CH2:2]1.[C:9]1(C)C=CC=CC=1.C(OC)(OC)OC.O.O.C1(C)C=CC(S(O)(=O)=O)=CC=1. Product: [CH3:9][O:7][C:3]1[CH2:4][CH2:5][CH2:6][C:1](=[O:8])[CH:2]=1. The catalyst class is: 5. (4) Reactant: B(Br)(Br)Br.Cl.[CH:6]1([CH2:9][N:10]2[CH2:29][CH2:28][C@:17]34[C:18]5[C:19]6[O:27][C@@:16]3([CH3:30])[C:15](=[O:31])[CH2:14][CH2:13][C@@:12]4([O:32][CH2:33][CH2:34][CH3:35])[C@H:11]2[CH2:24][C:23]=5[CH:22]=[CH:21][C:20]=6[O:25]C)[CH2:8][CH2:7]1.[NH4+].[OH-]. Product: [CH:6]1([CH2:9][N:10]2[CH2:29][CH2:28][C@:17]34[C:18]5[C:19]6[O:27][C@@:16]3([CH3:30])[C:15](=[O:31])[CH2:14][CH2:13][C@@:12]4([O:32][CH2:33][CH2:34][CH3:35])[C@H:11]2[CH2:24][C:23]=5[CH:22]=[CH:21][C:20]=6[OH:25])[CH2:7][CH2:8]1. The catalyst class is: 2. (5) Reactant: C([O:5][C:6](=[O:34])[C:7]([S:10][C:11]1[S:12][CH:13]=[C:14]([CH2:16][C:17]([O:19][CH2:20][CH:21]2[C:33]3[CH:32]=[CH:31][CH:30]=[CH:29][C:28]=3[C:27]3[C:22]2=[CH:23][CH:24]=[CH:25][CH:26]=3)=[O:18])[N:15]=1)([CH3:9])[CH3:8])(C)(C)C.FC(F)(F)C(O)=O. Product: [CH:23]1[C:22]2[CH:21]([CH2:20][O:19][C:17](=[O:18])[CH2:16][C:14]3[N:15]=[C:11]([S:10][C:7]([CH3:8])([CH3:9])[C:6]([OH:34])=[O:5])[S:12][CH:13]=3)[C:33]3[C:28](=[CH:29][CH:30]=[CH:31][CH:32]=3)[C:27]=2[CH:26]=[CH:25][CH:24]=1. The catalyst class is: 4. (6) Reactant: [Mn]([O-])(=O)(=O)=O.[K+].[Br:7][C:8]1[N:12]([C:13]2[N:18]=[CH:17][CH:16]=[CH:15][N:14]=2)[C:11]([CH:19]=[O:20])=[CH:10][CH:9]=1.CC(C)=[O:23].[OH-].[Na+]. Product: [Br:7][C:8]1[N:12]([C:13]2[N:18]=[CH:17][CH:16]=[CH:15][N:14]=2)[C:11]([C:19]([OH:23])=[O:20])=[CH:10][CH:9]=1. The catalyst class is: 6.